From a dataset of Reaction yield outcomes from USPTO patents with 853,638 reactions. Predict the reaction yield, written as a fraction of the theoretical maximum amount of product (1.0 means a 100% yield; for example, 0.34 means a 34% yield). The reactants are C(OC([N:8]1[CH2:12][CH2:11][CH2:10][C:9]1([CH2:23][CH2:24][CH2:25][CH3:26])[C:13](=[O:22])[C:14]1[CH:19]=[CH:18][C:17]([Cl:20])=[C:16]([Cl:21])[CH:15]=1)=O)(C)(C)C. The catalyst is CO. The product is [CH2:23]([C:9]1([C:13]([C:14]2[CH:19]=[CH:18][C:17]([Cl:20])=[C:16]([Cl:21])[CH:15]=2)=[O:22])[CH2:10][CH2:11][CH2:12][NH:8]1)[CH2:24][CH2:25][CH3:26]. The yield is 0.680.